This data is from NCI-60 drug combinations with 297,098 pairs across 59 cell lines. The task is: Regression. Given two drug SMILES strings and cell line genomic features, predict the synergy score measuring deviation from expected non-interaction effect. (1) Drug 1: C1CCC(CC1)NC(=O)N(CCCl)N=O. Drug 2: N.N.Cl[Pt+2]Cl. Cell line: UACC62. Synergy scores: CSS=23.1, Synergy_ZIP=-9.18, Synergy_Bliss=-5.64, Synergy_Loewe=-5.99, Synergy_HSA=-4.69. (2) Drug 1: C1=NC(=NC(=O)N1C2C(C(C(O2)CO)O)O)N. Drug 2: CC1CCC2CC(C(=CC=CC=CC(CC(C(=O)C(C(C(=CC(C(=O)CC(OC(=O)C3CCCCN3C(=O)C(=O)C1(O2)O)C(C)CC4CCC(C(C4)OC)OCCO)C)C)O)OC)C)C)C)OC. Cell line: HCT116. Synergy scores: CSS=26.4, Synergy_ZIP=-2.13, Synergy_Bliss=-3.08, Synergy_Loewe=-7.33, Synergy_HSA=-1.43. (3) Drug 1: CC12CCC(CC1=CCC3C2CCC4(C3CC=C4C5=CN=CC=C5)C)O. Drug 2: C1=C(C(=O)NC(=O)N1)N(CCCl)CCCl. Cell line: SK-OV-3. Synergy scores: CSS=28.3, Synergy_ZIP=1.89, Synergy_Bliss=6.65, Synergy_Loewe=5.71, Synergy_HSA=6.17. (4) Drug 1: CC(C1=C(C=CC(=C1Cl)F)Cl)OC2=C(N=CC(=C2)C3=CN(N=C3)C4CCNCC4)N. Drug 2: C1CC(C1)(C(=O)O)C(=O)O.[NH2-].[NH2-].[Pt+2]. Cell line: CCRF-CEM. Synergy scores: CSS=86.1, Synergy_ZIP=1.87, Synergy_Bliss=-0.878, Synergy_Loewe=-0.745, Synergy_HSA=-0.499. (5) Drug 1: CNC(=O)C1=CC=CC=C1SC2=CC3=C(C=C2)C(=NN3)C=CC4=CC=CC=N4. Drug 2: CN1CCC(CC1)COC2=C(C=C3C(=C2)N=CN=C3NC4=C(C=C(C=C4)Br)F)OC. Cell line: U251. Synergy scores: CSS=16.0, Synergy_ZIP=-5.87, Synergy_Bliss=-5.43, Synergy_Loewe=-4.45, Synergy_HSA=-3.23. (6) Drug 1: C1=C(C(=O)NC(=O)N1)F. Drug 2: CC1=CC=C(C=C1)C2=CC(=NN2C3=CC=C(C=C3)S(=O)(=O)N)C(F)(F)F. Cell line: OVCAR-8. Synergy scores: CSS=38.8, Synergy_ZIP=2.97, Synergy_Bliss=-4.46, Synergy_Loewe=-6.68, Synergy_HSA=-3.05. (7) Drug 1: C1=C(C(=O)NC(=O)N1)N(CCCl)CCCl. Drug 2: C1C(C(OC1N2C=C(C(=O)NC2=O)F)CO)O. Cell line: K-562. Synergy scores: CSS=52.8, Synergy_ZIP=0.361, Synergy_Bliss=0.0425, Synergy_Loewe=5.46, Synergy_HSA=7.18.